This data is from Peptide-MHC class I binding affinity with 185,985 pairs from IEDB/IMGT. The task is: Regression. Given a peptide amino acid sequence and an MHC pseudo amino acid sequence, predict their binding affinity value. This is MHC class I binding data. The peptide sequence is ATNDGLIKK. The MHC is HLA-B18:01 with pseudo-sequence HLA-B18:01. The binding affinity (normalized) is 0.0847.